Predict which catalyst facilitates the given reaction. From a dataset of Catalyst prediction with 721,799 reactions and 888 catalyst types from USPTO. Reactant: [CH3:1][C:2]1[O:3][C:4]([C:9]2[CH:14]=[CH:13][CH:12]=[CH:11][CH:10]=2)=[CH:5][C:6]=1[CH:7]=[O:8].[CH2:15]([Mg]Br)[CH2:16][CH2:17][CH3:18].O1[CH2:18][CH2:17][CH2:16][CH2:15]1.Cl.O. Product: [CH3:1][C:2]1[O:3][C:4]([C:9]2[CH:14]=[CH:13][CH:12]=[CH:11][CH:10]=2)=[CH:5][C:6]=1[CH:7]([OH:8])[CH2:15][CH2:16][CH2:17][CH3:18]. The catalyst class is: 7.